The task is: Predict the reaction yield, written as a fraction of the theoretical maximum amount of product (1.0 means a 100% yield; for example, 0.34 means a 34% yield).. This data is from Reaction yield outcomes from USPTO patents with 853,638 reactions. (1) The reactants are Br[CH2:2][C:3]#[N:4].[CH3:5][C:6]1[NH:7][C:8]2[C:13]([C:14]=1[C:15]([O:17][CH2:18][C:19]1[CH:24]=[CH:23][CH:22]=[CH:21][CH:20]=1)=[O:16])=[CH:12][C:11]([OH:25])=[CH:10][CH:9]=2.C(=O)([O-])[O-].[K+].[K+].CCCCCC.C(OCC)(=O)C. The catalyst is C(#N)C. The product is [CH2:18]([O:17][C:15]([C:14]1[C:13]2[C:8](=[CH:9][CH:10]=[C:11]([O:25][CH2:2][C:3]#[N:4])[CH:12]=2)[NH:7][C:6]=1[CH3:5])=[O:16])[C:19]1[CH:20]=[CH:21][CH:22]=[CH:23][CH:24]=1. The yield is 0.510. (2) The reactants are [CH:1]([NH:4][C:5]1[CH:10]=[CH:9][CH:8]=[CH:7][C:6]=1[CH2:11][OH:12])([CH3:3])[CH3:2]. The catalyst is C1(C)C=CC=CC=1.[O-2].[O-2].[Mn+4]. The product is [CH:1]([NH:4][C:5]1[CH:10]=[CH:9][CH:8]=[CH:7][C:6]=1[CH:11]=[O:12])([CH3:3])[CH3:2]. The yield is 0.900. (3) The reactants are [C:1]([C:4]1[CH:9]=[CH:8][N:7]2[C:10]([C:13]([O:15][CH2:16][CH3:17])=[O:14])=[CH:11][N:12]=[C:6]2[CH:5]=1)(=[O:3])[CH3:2].[BH4-].[Na+]. The catalyst is CO. The product is [OH:3][CH:1]([C:4]1[CH:9]=[CH:8][N:7]2[C:10]([C:13]([O:15][CH2:16][CH3:17])=[O:14])=[CH:11][N:12]=[C:6]2[CH:5]=1)[CH3:2]. The yield is 1.00. (4) The reactants are [Cl:1][C:2]1[CH:23]=[C:22]([Cl:24])[CH:21]=[CH:20][C:3]=1[O:4][C:5]1[CH:19]=[CH:18][CH:17]=[CH:16][C:6]=1[C:7]([NH:9][CH:10]1[CH2:15][CH2:14][NH:13][CH2:12][CH2:11]1)=[O:8].C(N(CC)CC)C.[C:32](Cl)(=[O:34])[CH3:33]. The catalyst is C(Cl)Cl. The product is [C:32]([N:13]1[CH2:14][CH2:15][CH:10]([NH:9][C:7](=[O:8])[C:6]2[CH:16]=[CH:17][CH:18]=[CH:19][C:5]=2[O:4][C:3]2[CH:20]=[CH:21][C:22]([Cl:24])=[CH:23][C:2]=2[Cl:1])[CH2:11][CH2:12]1)(=[O:34])[CH3:33]. The yield is 0.750.